Dataset: Peptide-MHC class II binding affinity with 134,281 pairs from IEDB. Task: Regression. Given a peptide amino acid sequence and an MHC pseudo amino acid sequence, predict their binding affinity value. This is MHC class II binding data. (1) The peptide sequence is AVMLTFDNAGMWNVR. The MHC is DRB1_0404 with pseudo-sequence DRB1_0404. The binding affinity (normalized) is 0.907. (2) The peptide sequence is VNKYLKVVFIPNYNV. The MHC is DRB1_1201 with pseudo-sequence DRB1_1201. The binding affinity (normalized) is 0.810. (3) The peptide sequence is YFVGKMYFNLIDTKCYKL. The MHC is DRB5_0101 with pseudo-sequence DRB5_0101. The binding affinity (normalized) is 0.872.